This data is from Full USPTO retrosynthesis dataset with 1.9M reactions from patents (1976-2016). The task is: Predict the reactants needed to synthesize the given product. (1) Given the product [OH:22][C@@H:12]1[C@H:13]([OH:21])[C@@H:14]([NH:16][C:17](=[O:20])[CH2:18][CH3:19])[CH2:15][C@H:11]1[N:8]1[CH:7]=[N:6][C:5]2[C:9]1=[N:10][CH:2]=[N:3][C:4]=2[NH:23][C:24]([C:26]1[CH:27]=[CH:28][C:29]([C:32]2[CH:37]=[CH:36][CH:35]=[CH:34][CH:33]=2)=[CH:30][CH:31]=1)=[O:25], predict the reactants needed to synthesize it. The reactants are: Cl[C:2]1[N:10]=[C:9]2[C:5]([N:6]=[CH:7][N:8]2[C@@H:11]2[CH2:15][C@H:14]([NH:16][C:17](=[O:20])[CH2:18][CH3:19])[C@@H:13]([OH:21])[C@H:12]2[OH:22])=[C:4]([NH:23][C:24]([C:26]2[CH:31]=[CH:30][C:29]([C:32]3[CH:37]=[CH:36][CH:35]=[CH:34][CH:33]=3)=[CH:28][CH:27]=2)=[O:25])[N:3]=1.Cl.N[C@H]1C[C@@H](N2C=NC3C2=NC=NC=3NC2CCCC2)[C@H](O)[C@@H]1O. (2) The reactants are: [CH3:1][C:2]1[CH:7]=[CH:6][C:5]([C:8](=[NH:20])[NH:9][C:10]2[CH:15]=[CH:14][C:13]([S:16]([CH3:19])(=[O:18])=[O:17])=[CH:12][CH:11]=2)=[CH:4][CH:3]=1.C(=O)(O)[O-].[Na+].Br[CH2:27][C:28](=[O:33])[C:29]([F:32])([F:31])[F:30]. Given the product [CH3:1][C:2]1[CH:3]=[CH:4][C:5]([C:8]2[N:9]([C:10]3[CH:15]=[CH:14][C:13]([S:16]([CH3:19])(=[O:18])=[O:17])=[CH:12][CH:11]=3)[CH2:27][C:28]([OH:33])([C:29]([F:32])([F:31])[F:30])[N:20]=2)=[CH:6][CH:7]=1, predict the reactants needed to synthesize it. (3) Given the product [CH:14]([S:16][C:2]1[CH:9]=[CH:8][C:7]([N+:10]([O-:12])=[O:11])=[CH:6][C:3]=1[C:4]#[N:5])([CH3:15])[CH3:13], predict the reactants needed to synthesize it. The reactants are: F[C:2]1[CH:9]=[CH:8][C:7]([N+:10]([O-:12])=[O:11])=[CH:6][C:3]=1[C:4]#[N:5].[CH3:13][CH:14]([SH:16])[CH3:15].C(N(CC)CC)C.O.